Dataset: Reaction yield outcomes from USPTO patents with 853,638 reactions. Task: Predict the reaction yield, written as a fraction of the theoretical maximum amount of product (1.0 means a 100% yield; for example, 0.34 means a 34% yield). (1) The reactants are [NH2:1][C:2]1[S:3][C:4]([Br:12])=[C:5]([C:7]2[O:8][CH:9]=[CH:10][CH:11]=2)[N:6]=1.[C:13](Cl)(=[O:20])[C:14]1[CH:19]=[CH:18][CH:17]=[CH:16][CH:15]=1.O. The catalyst is N1C=CC=CC=1.CN(C)C1C=CN=CC=1. The yield is 0.840. The product is [Br:12][C:4]1[S:3][C:2]([NH:1][C:13](=[O:20])[C:14]2[CH:19]=[CH:18][CH:17]=[CH:16][CH:15]=2)=[N:6][C:5]=1[C:7]1[O:8][CH:9]=[CH:10][CH:11]=1. (2) The reactants are Br[C:2]1[CH:3]=[C:4]([C:16]([NH:18][CH2:19][C:20]2[C:21](=[O:28])[NH:22][C:23]([CH3:27])=[CH:24][C:25]=2[CH3:26])=[O:17])[C:5]2[C:10]([CH2:11][CH3:12])=[N:9][N:8]([CH:13]([CH3:15])[CH3:14])[C:6]=2[N:7]=1.[CH3:29][C:30]1([CH3:47])[CH2:35][C:34](B2OC(C)(C)C(C)(C)O2)=[CH:33][C:32]([CH3:46])([CH3:45])[NH:31]1.C([O-])([O-])=O.[Na+].[Na+].CO.C(Cl)Cl. The catalyst is O1CCOCC1.C1C=CC([P]([Pd]([P](C2C=CC=CC=2)(C2C=CC=CC=2)C2C=CC=CC=2)([P](C2C=CC=CC=2)(C2C=CC=CC=2)C2C=CC=CC=2)[P](C2C=CC=CC=2)(C2C=CC=CC=2)C2C=CC=CC=2)(C2C=CC=CC=2)C2C=CC=CC=2)=CC=1. The product is [CH3:26][C:25]1[CH:24]=[C:23]([CH3:27])[NH:22][C:21](=[O:28])[C:20]=1[CH2:19][NH:18][C:16]([C:4]1[C:5]2[C:10]([CH2:11][CH3:12])=[N:9][N:8]([CH:13]([CH3:15])[CH3:14])[C:6]=2[N:7]=[C:2]([C:34]2[CH2:33][C:32]([CH3:46])([CH3:45])[NH:31][C:30]([CH3:47])([CH3:29])[CH:35]=2)[CH:3]=1)=[O:17]. The yield is 0.590. (3) The reactants are [F:1][C:2]([F:29])([F:28])[C:3]([C:5]1[C:13]2[C:8](=[CH:9][CH:10]=[CH:11][CH:12]=2)[N:7]([CH2:14][C:15]#[C:16][C:17]2[CH:22]=[CH:21][C:20]([C:23]#[C:24][CH2:25][CH2:26][OH:27])=[CH:19][CH:18]=2)[CH:6]=1)=[O:4].CC1(C)C2CC1CCC2NS(C1C=CC(C#CCCO)=CC=1)(=O)=O. No catalyst specified. The product is [F:29][C:2]([F:1])([F:28])[C:3]([C:5]1[C:13]2[C:8](=[CH:9][CH:10]=[CH:11][CH:12]=2)[N:7]([CH2:14][CH2:15][CH2:16][C:17]2[CH:18]=[CH:19][C:20]([CH2:23][CH2:24][CH2:25][CH2:26][OH:27])=[CH:21][CH:22]=2)[CH:6]=1)=[O:4]. The yield is 0.920. (4) The reactants are [CH:1]1([CH2:4][O:5][C:6]2[CH:13]=[C:12]([F:14])[C:9]([CH2:10][OH:11])=[C:8]([F:15])[CH:7]=2)[CH2:3][CH2:2]1.[C:16]([O:20][C:21]([N:23]1[CH2:28][CH2:27][N:26]([C:29](Cl)=[O:30])[C@H:25]([CH2:32][CH3:33])[CH2:24]1)=[O:22])([CH3:19])([CH3:18])[CH3:17].[H-].[Na+]. The catalyst is CN(C)C=O. The product is [CH:1]1([CH2:4][O:5][C:6]2[CH:7]=[C:8]([F:15])[C:9]([CH2:10][O:11][C:29]([N:26]3[CH2:27][CH2:28][N:23]([C:21]([O:20][C:16]([CH3:18])([CH3:17])[CH3:19])=[O:22])[CH2:24][C@H:25]3[CH2:32][CH3:33])=[O:30])=[C:12]([F:14])[CH:13]=2)[CH2:3][CH2:2]1. The yield is 0.710. (5) The reactants are Cl[C:2]1[N:9]=[CH:8][CH:7]=[C:6]([C:10]2[CH:15]=[C:14]([NH:16][C:17]3[CH:22]=[CH:21][C:20]([N:23]4[CH2:28][CH2:27][N:26]([CH:29]5[CH2:32][O:31][CH2:30]5)[CH2:25][C@@H:24]4[CH3:33])=[CH:19][N:18]=3)[C:13](=[O:34])[N:12]([CH3:35])[CH:11]=2)[C:3]=1[CH:4]=[O:5].[CH2:36]1[C:41]2=[CH:42][C:43]3[CH2:44][CH2:45][CH2:46][CH2:47][C:48]=3[N:40]2[CH2:39][CH2:38][NH:37]1.CC(C1C=C(C(C)C)C(C2C=CC=CC=2P(C2CCCCC2)C2CCCCC2)=C(C(C)C)C=1)C.C([O-])([O-])=O.[Cs+].[Cs+]. The catalyst is C1C=CC(/C=C/C(/C=C/C2C=CC=CC=2)=O)=CC=1.C1C=CC(/C=C/C(/C=C/C2C=CC=CC=2)=O)=CC=1.C1C=CC(/C=C/C(/C=C/C2C=CC=CC=2)=O)=CC=1.[Pd].[Pd].O1CCOCC1. The product is [CH2:36]1[C:41]2=[CH:42][C:43]3[CH2:44][CH2:45][CH2:46][CH2:47][C:48]=3[N:40]2[CH2:39][CH2:38][N:37]1[C:2]1[N:9]=[CH:8][CH:7]=[C:6]([C:10]2[CH:15]=[C:14]([NH:16][C:17]3[CH:22]=[CH:21][C:20]([N:23]4[CH2:28][CH2:27][N:26]([CH:29]5[CH2:32][O:31][CH2:30]5)[CH2:25][C@@H:24]4[CH3:33])=[CH:19][N:18]=3)[C:13](=[O:34])[N:12]([CH3:35])[CH:11]=2)[C:3]=1[CH:4]=[O:5]. The yield is 0.260. (6) The reactants are [C:1]([C:3]1[CH:8]=[CH:7][C:6]([N:9]([CH2:23][C:24]2[CH:29]=[CH:28][CH:27]=[CH:26][C:25]=2[C:30]([F:33])([F:32])[F:31])[C@H:10]2[CH2:14][CH2:13][N:12]([CH2:15][C:16]([O:18]C(C)(C)C)=[O:17])[CH2:11]2)=[CH:5][C:4]=1[C:34]([F:37])([F:36])[F:35])#[N:2].C(O)(C(F)(F)F)=O. The catalyst is C(Cl)Cl. The product is [C:1]([C:3]1[CH:8]=[CH:7][C:6]([N:9]([CH2:23][C:24]2[CH:29]=[CH:28][CH:27]=[CH:26][C:25]=2[C:30]([F:31])([F:32])[F:33])[C@H:10]2[CH2:14][CH2:13][N:12]([CH2:15][C:16]([OH:18])=[O:17])[CH2:11]2)=[CH:5][C:4]=1[C:34]([F:37])([F:36])[F:35])#[N:2]. The yield is 0.650. (7) The product is [C@H:1]([N:5]1[C:13]2[CH:12]=[C:11]([NH:22][C:23]3[CH:28]=[CH:27][N:26]=[C:25]([N:29]4[CH2:34][CH2:33][C@:32]([CH3:36])([OH:35])[C@H:31]([F:37])[CH2:30]4)[N:24]=3)[N:10]=[CH:9][C:8]=2[C:7]([N:15]2[CH2:21][C:17]3([CH2:20][O:19][CH2:18]3)[CH2:16]2)=[N:6]1)([CH2:3][CH3:4])[CH3:2]. No catalyst specified. The reactants are [C@H:1]([N:5]1[C:13]2[CH:12]=[C:11](Cl)[N:10]=[CH:9][C:8]=2[C:7]([N:15]2[CH2:21][C:17]3([CH2:20][O:19][CH2:18]3)[CH2:16]2)=[N:6]1)([CH2:3][CH3:4])[CH3:2].[NH2:22][C:23]1[CH:28]=[CH:27][N:26]=[C:25]([N:29]2[CH2:34][CH2:33][C@:32]([CH3:36])([OH:35])[C@H:31]([F:37])[CH2:30]2)[N:24]=1. The yield is 0.130.